Dataset: Reaction yield outcomes from USPTO patents with 853,638 reactions. Task: Predict the reaction yield, written as a fraction of the theoretical maximum amount of product (1.0 means a 100% yield; for example, 0.34 means a 34% yield). (1) The reactants are [F:1][C:2]1[CH:21]=[CH:20][C:5]([CH2:6][O:7][C:8]2[CH:13]=[CH:12][C:11]([CH:14]([OH:19])[C:15]([O:17][CH3:18])=[O:16])=[CH:10][CH:9]=2)=[CH:4][CH:3]=1.[H-].[Na+].[CH3:24][O:25][CH2:26][CH2:27][O:28][CH2:29]Cl.O. The catalyst is O1CCCC1. The product is [F:1][C:2]1[CH:3]=[CH:4][C:5]([CH2:6][O:7][C:8]2[CH:13]=[CH:12][C:11]([CH:14]([O:19][CH2:24][O:25][CH2:26][CH2:27][O:28][CH3:29])[C:15]([O:17][CH3:18])=[O:16])=[CH:10][CH:9]=2)=[CH:20][CH:21]=1. The yield is 0.640. (2) The reactants are [CH3:1][NH2:2].[F:3][C:4]1[CH:9]=[CH:8][CH:7]=[CH:6][C:5]=1[S:10](Cl)(=[O:12])=[O:11]. The catalyst is C(O)C.CCOC(C)=O.O. The product is [F:3][C:4]1[CH:9]=[CH:8][CH:7]=[CH:6][C:5]=1[S:10]([NH:2][CH3:1])(=[O:12])=[O:11]. The yield is 0.990. (3) The reactants are [H-].[Na+].[F:3][C:4]([F:10])([F:9])[C:5](OC)=[O:6].[CH3:11][C:12]#[N:13]. The catalyst is C1COCC1. The product is [F:3][C:4]([F:10])([F:9])[C:5](=[O:6])[CH2:11][C:12]#[N:13]. The yield is 0.830.